Predict the reactants needed to synthesize the given product. From a dataset of Retrosynthesis with 50K atom-mapped reactions and 10 reaction types from USPTO. (1) The reactants are: CCCCN1CCC(CN)CC1.Nc1c(Cl)cc(C(=O)O)c2nc(-c3ccccc3)cn12. Given the product CCCCN1CCC(CNC(=O)c2cc(Cl)c(N)n3cc(-c4ccccc4)nc23)CC1, predict the reactants needed to synthesize it. (2) The reactants are: CCCCCC1CC(C(=O)O)C1.CCCCCCOc1ccc(-c2ccc(O)c(F)c2)cc1F. Given the product CCCCCCOc1ccc(-c2ccc(OC(=O)C3CC(CCCCC)C3)c(F)c2)cc1F, predict the reactants needed to synthesize it. (3) Given the product CCCCCCCC/C=C\CCCCCCCC(=O)NC1(C#N)CC1, predict the reactants needed to synthesize it. The reactants are: CCCCCCCC/C=C\CCCCCCCC(=O)Cl.N#CC1(N)CC1. (4) Given the product Cn1c(=O)cnc2c(Oc3cc(-c4ccc(C(F)(F)F)cc4)ncn3)cccc21, predict the reactants needed to synthesize it. The reactants are: CI.O=c1cnc2c(Oc3cc(-c4ccc(C(F)(F)F)cc4)ncn3)cccc2[nH]1. (5) Given the product Cc1cc(C(=O)C(F)F)c(C)n1-c1ccc(Cl)cc1, predict the reactants needed to synthesize it. The reactants are: Cc1cc(C(=O)C(F)(F)Br)c(C)n1-c1ccc(Cl)cc1. (6) Given the product CN(C)C(=O)CC(O)(Cc1ccccc1)c1ccccc1, predict the reactants needed to synthesize it. The reactants are: CC(=O)N(C)C.CC(C)NC(C)C.O=C(Cc1ccccc1)c1ccccc1. (7) Given the product CS(=O)(=O)OCC(CC1CCCCC1)c1ccc(Cl)cc1Cl, predict the reactants needed to synthesize it. The reactants are: CS(=O)(=O)Cl.OCC(CC1CCCCC1)c1ccc(Cl)cc1Cl. (8) Given the product Cc1ccc(-c2cnc(N3C[C@H](C)O[C@H](C)C3)c(C=O)c2)s1, predict the reactants needed to synthesize it. The reactants are: C[C@H]1CN(c2ncc(B3OC(C)(C)C(C)(C)O3)cc2C=O)C[C@@H](C)O1.Cc1ccc(Br)s1. (9) Given the product O=C1CCc2ccccc2N1CCCCN1CCN(c2cccc(Cl)c2Cl)CC1, predict the reactants needed to synthesize it. The reactants are: Clc1cccc(N2CCNCC2)c1Cl.O=C1CCc2ccccc2N1CCCCBr. (10) Given the product COC(=O)c1cc(O)c2cc(N)cc(OC)c2n1, predict the reactants needed to synthesize it. The reactants are: COC(=O)c1cc(O)c2cc([N+](=O)[O-])cc(OC)c2n1.